From a dataset of Reaction yield outcomes from USPTO patents with 853,638 reactions. Predict the reaction yield, written as a fraction of the theoretical maximum amount of product (1.0 means a 100% yield; for example, 0.34 means a 34% yield). (1) The reactants are F[C:2]1[N:7]=[C:6]([NH2:8])[CH:5]=[CH:4][CH:3]=1.[CH2:9]([CH:11]1[CH2:15][CH2:14][CH2:13][NH:12]1)[CH3:10]. The catalyst is O. The product is [CH2:9]([CH:11]1[CH2:15][CH2:14][CH2:13][N:12]1[C:2]1[N:7]=[C:6]([NH2:8])[CH:5]=[CH:4][CH:3]=1)[CH3:10]. The yield is 0.670. (2) The reactants are [OH:1][CH2:2][CH2:3][O:4][CH:5]1[CH2:10][CH2:9][N:8]([C:11]([O:13][C:14]([CH3:17])([CH3:16])[CH3:15])=[O:12])[CH2:7][CH2:6]1.O[N:19]1[C:23](=[O:24])[C:22]2=[CH:25][CH:26]=[CH:27][CH:28]=[C:21]2[C:20]1=[O:29].C1(P(C2C=CC=CC=2)C2C=CC=CC=2)C=CC=CC=1.CC(OC(/N=N/C(OC(C)C)=O)=O)C. The catalyst is C1COCC1. The product is [O:29]=[C:20]1[C:21]2[C:22](=[CH:25][CH:26]=[CH:27][CH:28]=2)[C:23](=[O:24])[N:19]1[O:1][CH2:2][CH2:3][O:4][CH:5]1[CH2:10][CH2:9][N:8]([C:11]([O:13][C:14]([CH3:17])([CH3:16])[CH3:15])=[O:12])[CH2:7][CH2:6]1. The yield is 0.480. (3) The product is [CH3:13][S:14]([C:2]1[CH:7]=[C:6]([N+:8]([O-:10])=[O:9])[CH:5]=[C:4]([CH3:11])[C:3]=1[CH3:12])(=[O:16])=[O:15].[CH3:11][C:4]1[CH:5]=[C:6]([N+:8]([O-:10])=[O:9])[CH:7]=[C:2]([S:14]([CH3:13])(=[O:16])=[O:15])[C:3]=1[CH3:12]. The reactants are I[C:2]1[CH:7]=[C:6]([N+:8]([O-:10])=[O:9])[CH:5]=[C:4]([CH3:11])[C:3]=1[CH3:12].[CH3:13][S:14]([O-:16])=[O:15].[Na+]. The catalyst is CN(C)C=O.O.C(OCC)(=O)C.[Cu]I. The yield is 0.280. (4) The reactants are C(OC(=O)[CH2:5][O:6][C@H:7]1[CH2:12][CH2:11][C@H:10]([N:13]2[C:18](=[O:19])[C:17]([CH2:20][C:21]3[CH:26]=[CH:25][C:24]([C:27]4[CH:32]=[CH:31][CH:30]=[CH:29][C:28]=4[C:33]#[N:34])=[CH:23][C:22]=3[F:35])=[C:16]([CH2:36][CH2:37][CH3:38])[N:15]3[N:39]=[CH:40][CH:41]=[C:14]23)[CH2:9][CH2:8]1)C.[CH3:43][Mg]Br.C([O:49][CH2:50][CH3:51])(=O)C. The catalyst is O1CCCC1. The product is [F:35][C:22]1[CH:23]=[C:24]([C:27]2[C:28]([C:33]#[N:34])=[CH:29][CH:30]=[CH:31][CH:32]=2)[CH:25]=[CH:26][C:21]=1[CH2:20][C:17]1[C:18](=[O:19])[N:13]([C@H:10]2[CH2:9][CH2:8][C@H:7]([O:6][CH2:5][C:50]([OH:49])([CH3:51])[CH3:43])[CH2:12][CH2:11]2)[C:14]2[N:15]([N:39]=[CH:40][CH:41]=2)[C:16]=1[CH2:36][CH2:37][CH3:38]. The yield is 0.880. (5) The yield is 0.830. The reactants are [C:1]([C:5]1[CH:10]=[CH:9][C:8]([C:11]2[N:15]([CH3:16])[N:14]=[C:13]([C:17](=O)[CH3:18])[C:12]=2[OH:20])=[CH:7][CH:6]=1)([CH3:4])([CH3:3])[CH3:2].[N+:21]([C:24]1[CH:33]=[C:32]([C:34]([NH:36][NH2:37])=[O:35])[CH:31]=[CH:30][C:25]=1[C:26]([O:28][CH3:29])=[O:27])([O-:23])=[O:22]. The product is [C:1]([C:5]1[CH:10]=[CH:9][C:8]([C:11]2[N:15]([CH3:16])[N:14]=[C:13]([C:17](=[N:37][NH:36][C:34]([C:32]3[CH:31]=[CH:30][C:25]([C:26]([O:28][CH3:29])=[O:27])=[C:24]([N+:21]([O-:23])=[O:22])[CH:33]=3)=[O:35])[CH3:18])[C:12]=2[OH:20])=[CH:7][CH:6]=1)([CH3:4])([CH3:3])[CH3:2]. The catalyst is C(O)(C)C. (6) The reactants are O[CH2:2][C:3]1[CH:8]=[C:7]([C:9]2[CH:10]=[C:11]([C:15]3[CH2:21][C:20](=[O:22])[NH:19][C:18]4[CH:23]=[C:24]([C:28]([F:31])([F:30])[F:29])[C:25]([CH3:27])=[CH:26][C:17]=4[N:16]=3)[CH:12]=[CH:13][CH:14]=2)[CH:6]=[CH:5][N:4]=1.S(Cl)(Cl)=O.[CH2:36]([NH:40][CH3:41])[CH:37]([CH3:39])[CH3:38]. The catalyst is C(Cl)Cl. The product is [CH2:36]([N:40]([CH2:2][C:3]1[CH:8]=[C:7]([C:9]2[CH:10]=[C:11]([C:15]3[CH2:21][C:20](=[O:22])[NH:19][C:18]4[CH:23]=[C:24]([C:28]([F:31])([F:30])[F:29])[C:25]([CH3:27])=[CH:26][C:17]=4[N:16]=3)[CH:12]=[CH:13][CH:14]=2)[CH:6]=[CH:5][N:4]=1)[CH3:41])[CH:37]([CH3:39])[CH3:38]. The yield is 0.570.